Dataset: Catalyst prediction with 721,799 reactions and 888 catalyst types from USPTO. Task: Predict which catalyst facilitates the given reaction. (1) Reactant: [C:1]1([CH:11]([C:14](=O)[CH3:15])[CH:12]=[O:13])[C:10]2[C:5](=[CH:6][CH:7]=[CH:8][CH:9]=2)[CH:4]=[CH:3][CH:2]=1.CO.Cl.[NH2:20]O. Product: [CH3:15][C:14]1[C:11]([C:1]2[C:10]3[C:5](=[CH:6][CH:7]=[CH:8][CH:9]=3)[CH:4]=[CH:3][CH:2]=2)=[CH:12][O:13][N:20]=1. The catalyst class is: 6. (2) Reactant: [CH2:1]([N:8]1[C:13]2[CH:14]=[C:15]([C:17]3[CH:22]=[CH:21][C:20]([F:23])=[CH:19][C:18]=3[O:24][CH3:25])[S:16][C:12]=2[C:11](=[O:26])[N:10]([CH:27]2[CH2:32][CH2:31][N:30](C(OC(C)(C)C)=O)[CH2:29][CH2:28]2)[C:9]1=[O:40])[C:2]1[CH:7]=[CH:6][CH:5]=[CH:4][CH:3]=1.[ClH:41]. Product: [ClH:41].[CH2:1]([N:8]1[C:13]2[CH:14]=[C:15]([C:17]3[CH:22]=[CH:21][C:20]([F:23])=[CH:19][C:18]=3[O:24][CH3:25])[S:16][C:12]=2[C:11](=[O:26])[N:10]([CH:27]2[CH2:32][CH2:31][NH:30][CH2:29][CH2:28]2)[C:9]1=[O:40])[C:2]1[CH:7]=[CH:6][CH:5]=[CH:4][CH:3]=1. The catalyst class is: 135. (3) Reactant: [Br:1][C:2]1[CH:7]=[CH:6][C:5]([C:8]([NH:10][N:11]=[C:12]([N:14]([CH3:16])C)[CH3:13])=O)=[CH:4][CH:3]=1.NC[C@@H:19]1[CH2:23][CH2:22][N:21]([C:24]([O:26][C:27]([CH3:30])([CH3:29])[CH3:28])=[O:25])[CH2:20]1. Product: [Br:1][C:2]1[CH:3]=[CH:4][C:5]([C:8]2[N:14]([CH2:16][C@@H:23]3[CH2:19][CH2:20][N:21]([C:24]([O:26][C:27]([CH3:30])([CH3:29])[CH3:28])=[O:25])[CH2:22]3)[C:12]([CH3:13])=[N:11][N:10]=2)=[CH:6][CH:7]=1. The catalyst class is: 2. (4) Reactant: [F:1][C:2]1[CH:10]=[CH:9][C:5]([C:6]([OH:8])=[O:7])=[CH:4][C:3]=1[N+:11]([O-:13])=[O:12].[C:14](OC(O[C:14]([CH3:17])([CH3:16])[CH3:15])N(C)C)([CH3:17])([CH3:16])[CH3:15].C1(C)C=CC=CC=1.Cl. Product: [F:1][C:2]1[CH:10]=[CH:9][C:5]([C:6]([O:8][C:14]([CH3:17])([CH3:16])[CH3:15])=[O:7])=[CH:4][C:3]=1[N+:11]([O-:13])=[O:12]. The catalyst class is: 25. (5) Reactant: [CH3:1][O:2][C:3]1[CH:4]=[C:5]([N:12]2[CH2:17][CH2:16][N:15]([CH:18]3[CH2:23][CH2:22][N:21]([CH2:24][CH2:25][S:26]([CH3:29])(=[O:28])=[O:27])[CH2:20][CH2:19]3)[CH2:14][CH2:13]2)[CH:6]=[CH:7][C:8]=1[N+:9]([O-])=O. Product: [CH3:1][O:2][C:3]1[CH:4]=[C:5]([N:12]2[CH2:13][CH2:14][N:15]([CH:18]3[CH2:19][CH2:20][N:21]([CH2:24][CH2:25][S:26]([CH3:29])(=[O:27])=[O:28])[CH2:22][CH2:23]3)[CH2:16][CH2:17]2)[CH:6]=[CH:7][C:8]=1[NH2:9]. The catalyst class is: 591. (6) Reactant: N[C@@H]1CCCC[C@H]1N.[S:9]1[CH:13]=[CH:12][CH:11]=[C:10]1[C:14]([NH2:16])=[O:15].P([O-])([O-])([O-])=O.[K+].[K+].[K+].Br[C:26]1[C:27]2[CH:38]=[C:37]([C:39]([O:41][CH2:42][CH3:43])=[O:40])[S:36][C:28]=2[N:29]([CH:31]([O:33][CH2:34][CH3:35])[CH3:32])[N:30]=1. Product: [CH2:34]([O:33][CH:31]([N:29]1[C:28]2[S:36][C:37]([C:39]([O:41][CH2:42][CH3:43])=[O:40])=[CH:38][C:27]=2[C:26]([NH:16][C:14]([C:10]2[S:9][CH:13]=[CH:12][CH:11]=2)=[O:15])=[N:30]1)[CH3:32])[CH3:35]. The catalyst class is: 185. (7) Reactant: [F:1][C:2]1[CH:7]=[CH:6][CH:5]=[CH:4][C:3]=1[N:8]1[C:12]([OH:13])=[CH:11][C:10]([C:14]([O:16][CH2:17][CH3:18])=[O:15])=[N:9]1.C1C=CC(N([S:26]([C:29]([F:32])([F:31])[F:30])(=[O:28])=[O:27])[S:26]([C:29]([F:32])([F:31])[F:30])(=[O:28])=[O:27])=CC=1.C(N(CC)CC)C.O. Product: [F:1][C:2]1[CH:7]=[CH:6][CH:5]=[CH:4][C:3]=1[N:8]1[C:12]([O:13][S:26]([C:29]([F:32])([F:31])[F:30])(=[O:28])=[O:27])=[CH:11][C:10]([C:14]([O:16][CH2:17][CH3:18])=[O:15])=[N:9]1. The catalyst class is: 7.